This data is from Full USPTO retrosynthesis dataset with 1.9M reactions from patents (1976-2016). The task is: Predict the reactants needed to synthesize the given product. (1) Given the product [C:35]([O:41][CH2:42][O:1][CH2:2][CH:3]1[O:7][N:6]=[C:5]([C:8]2[CH:9]=[CH:10][C:11]([C:14]3[CH:19]=[CH:18][C:17]([N:20]4[CH2:24][C@H:23]([CH2:25][N:26]5[CH:30]=[CH:29][N:28]=[N:27]5)[O:22][C:21]4=[O:31])=[CH:16][C:15]=3[F:32])=[CH:12][N:13]=2)[CH2:4]1)(=[O:40])[C:36]([CH3:39])([CH3:38])[CH3:37], predict the reactants needed to synthesize it. The reactants are: [OH:1][CH2:2][CH:3]1[O:7][N:6]=[C:5]([C:8]2[N:13]=[CH:12][C:11]([C:14]3[CH:19]=[CH:18][C:17]([N:20]4[CH2:24][C@H:23]([CH2:25][N:26]5[CH:30]=[CH:29][N:28]=[N:27]5)[O:22][C:21]4=[O:31])=[CH:16][C:15]=3[F:32])=[CH:10][CH:9]=2)[CH2:4]1.[H-].[Na+].[C:35]([O:41][CH2:42]Cl)(=[O:40])[C:36]([CH3:39])([CH3:38])[CH3:37]. (2) Given the product [N:1]1[N:5]2[CH:6]=[CH:7][CH:8]=[CH:9][C:4]2=[CH:3][C:2]=1[O:10][CH2:19][CH2:20][N:21]1[CH2:26][CH2:25][O:24][CH2:23][CH2:22]1, predict the reactants needed to synthesize it. The reactants are: [N:1]1[N:5]2[CH:6]=[CH:7][CH:8]=[CH:9][C:4]2=[CH:3][C:2]=1[OH:10].C([O-])([O-])=O.[K+].[K+].Cl.Cl[CH2:19][CH2:20][N:21]1[CH2:26][CH2:25][O:24][CH2:23][CH2:22]1.[Na+].[I-].